From a dataset of Full USPTO retrosynthesis dataset with 1.9M reactions from patents (1976-2016). Predict the reactants needed to synthesize the given product. Given the product [F:13][C@H:11]1[CH2:12][N:8]([S:42]([C:38]2[CH:39]=[N:40][CH:41]=[C:36]([F:35])[CH:37]=2)(=[O:44])=[O:43])[C@H:9]([C:14]([NH:32][CH2:31][C:27]2[CH:26]=[C:25]([C:22]3[CH:23]=[N:24][C:19]([C:18]([F:17])([F:33])[F:34])=[CH:20][CH:21]=3)[N:30]=[CH:29][N:28]=2)=[O:16])[CH2:10]1, predict the reactants needed to synthesize it. The reactants are: C(OC([N:8]1[CH2:12][C@H:11]([F:13])[CH2:10][C@H:9]1[C:14]([OH:16])=O)=O)(C)(C)C.[F:17][C:18]([F:34])([F:33])[C:19]1[N:24]=[CH:23][C:22]([C:25]2[N:30]=[CH:29][N:28]=[C:27]([CH2:31][NH2:32])[CH:26]=2)=[CH:21][CH:20]=1.[F:35][C:36]1[CH:37]=[C:38]([S:42](Cl)(=[O:44])=[O:43])[CH:39]=[N:40][CH:41]=1.